Dataset: Forward reaction prediction with 1.9M reactions from USPTO patents (1976-2016). Task: Predict the product of the given reaction. (1) The product is: [C:1]([C:4]1[C:12]2[C:7](=[CH:8][C:9]([O:13][C:14]3[N:15]=[CH:16][CH:17]=[CH:18][N:19]=3)=[CH:10][CH:11]=2)[N:6]([CH2:20][C:21]([N:42]2[CH2:43][C@H:44]([F:46])[CH2:45][C@H:41]2[C:39]([NH:38][C:34]2[C:33]([F:47])=[C:32]([C:27]3[CH:28]=[CH:29][CH:30]=[CH:31][C:26]=3[Cl:25])[CH:37]=[CH:36][CH:35]=2)=[O:40])=[O:23])[CH:5]=1)(=[O:3])[CH3:2]. Given the reactants [C:1]([C:4]1[C:12]2[C:7](=[CH:8][C:9]([O:13][C:14]3[N:19]=[CH:18][CH:17]=[CH:16][N:15]=3)=[CH:10][CH:11]=2)[N:6]([CH2:20][C:21]([OH:23])=O)[CH:5]=1)(=[O:3])[CH3:2].Cl.[Cl:25][C:26]1[CH:31]=[CH:30][CH:29]=[CH:28][C:27]=1[C:32]1[CH:37]=[CH:36][CH:35]=[C:34]([NH:38][C:39]([C@@H:41]2[CH2:45][C@@H:44]([F:46])[CH2:43][NH:42]2)=[O:40])[C:33]=1[F:47].CN(C(ON1N=NC2C=CC=NC1=2)=[N+](C)C)C.F[P-](F)(F)(F)(F)F.CCN(C(C)C)C(C)C, predict the reaction product. (2) Given the reactants Cl.[C:2]1([C:8]2([CH2:13][C:14]([NH2:16])=[NH:15])[CH2:12][CH2:11][CH2:10][CH2:9]2)[CH:7]=[CH:6][CH:5]=[CH:4][CH:3]=1.C[O:18][C:19](=O)/[C:20](/[O:30][CH2:31][C:32]1[CH:37]=[CH:36][CH:35]=[CH:34][CH:33]=1)=[C:21](\O)/[C:22]([O:24][C:25]([CH3:28])([CH3:27])[CH3:26])=[O:23].C(OC(C1C(OCC2C=CC=CC=2)=C(O)N=C(CC2C=CC=CC=2C2C=CC=CC=2)N=1)=O)(C)(C)C, predict the reaction product. The product is: [C:25]([O:24][C:22]([C:21]1[C:20]([O:30][CH2:31][C:32]2[CH:37]=[CH:36][CH:35]=[CH:34][CH:33]=2)=[C:19]([OH:18])[N:16]=[C:14]([CH2:13][C:8]2([C:2]3[CH:7]=[CH:6][CH:5]=[CH:4][CH:3]=3)[CH2:12][CH2:11][CH2:10][CH2:9]2)[N:15]=1)=[O:23])([CH3:28])([CH3:26])[CH3:27]. (3) Given the reactants [C:1]([O:24][C:25]1[CH:30]=[CH:29][C:28](C2C=CC(F)=CC=2F)=[CH:27][C:26]=1[C:39]([O:41][CH2:42][CH3:43])=[O:40])(=[O:23])[CH2:2][CH2:3]/[CH:4]=[CH:5]\[CH2:6]/[CH:7]=[CH:8]\[CH2:9]/[CH:10]=[CH:11]\[CH2:12]/[CH:13]=[CH:14]\[CH2:15]/[CH:16]=[CH:17]\[CH2:18]/[CH:19]=[CH:20]\[CH2:21][CH3:22].OC1C=C([C:54]([F:57])([F:56])[F:55])C=CC=1C(O)=O, predict the reaction product. The product is: [C:1]([O:24][C:25]1[CH:30]=[C:29]([C:54]([F:57])([F:56])[F:55])[CH:28]=[CH:27][C:26]=1[C:39]([O:41][CH2:42][CH3:43])=[O:40])(=[O:23])[CH2:2][CH2:3]/[CH:4]=[CH:5]\[CH2:6]/[CH:7]=[CH:8]\[CH2:9]/[CH:10]=[CH:11]\[CH2:12]/[CH:13]=[CH:14]\[CH2:15]/[CH:16]=[CH:17]\[CH2:18]/[CH:19]=[CH:20]\[CH2:21][CH3:22]. (4) The product is: [CH2:20]([C:22]1[CH:29]=[CH:28][C:25]([CH2:26][N:4]2[CH2:3][CH2:2][N:1]([C:7]3[CH:8]=[CH:9][C:10]4[N:11]([C:13]([C:16]([F:17])([F:18])[F:19])=[N:14][N:15]=4)[N:12]=3)[CH2:6][CH2:5]2)=[CH:24][CH:23]=1)[CH3:21]. Given the reactants [N:1]1([C:7]2[CH:8]=[CH:9][C:10]3[N:11]([C:13]([C:16]([F:19])([F:18])[F:17])=[N:14][N:15]=3)[N:12]=2)[CH2:6][CH2:5][NH:4][CH2:3][CH2:2]1.[CH2:20]([C:22]1[CH:29]=[CH:28][C:25]([CH:26]=O)=[CH:24][CH:23]=1)[CH3:21], predict the reaction product. (5) Given the reactants Br[C:2]1[C:3]([F:13])=[C:4]([CH:9]=[C:10]([Cl:12])[CH:11]=1)[C:5]([O:7][CH3:8])=[O:6].[C:14]([NH2:20])(=[O:19])[C:15]([CH3:18])([CH3:17])[CH3:16].C(=O)([O-])[O-].[Cs+].[Cs+].CC1(C)C2C(=C(P(C3C=CC=CC=3)C3C=CC=CC=3)C=CC=2)OC2C(P(C3C=CC=CC=3)C3C=CC=CC=3)=CC=CC1=2, predict the reaction product. The product is: [CH3:8][O:7][C:5](=[O:6])[C:4]1[CH:9]=[C:10]([Cl:12])[CH:11]=[C:2]([NH:20][C:14](=[O:19])[C:15]([CH3:18])([CH3:17])[CH3:16])[C:3]=1[F:13]. (6) Given the reactants [CH2:1]([O:3][C:4]1[CH:15]=[CH:14][C:7]([CH2:8][C@@H:9]([C:11]([OH:13])=[O:12])[NH2:10])=[CH:6][CH:5]=1)[CH3:2].C(N1[C:25](=[O:26])[C:24]2=[CH:27][CH:28]=[CH:29][CH:30]=[C:23]2[C:22]1=[O:31])(OCC)=O.C(=O)([O-])[O-].[Na+].[Na+].Cl, predict the reaction product. The product is: [CH2:1]([O:3][C:4]1[CH:15]=[CH:14][C:7]([CH2:8][C@H:9]([N:10]2[C:25](=[O:26])[C:24]3[C:23](=[CH:30][CH:29]=[CH:28][CH:27]=3)[C:22]2=[O:31])[C:11]([OH:13])=[O:12])=[CH:6][CH:5]=1)[CH3:2]. (7) Given the reactants [CH2:1]([SH:11])[CH2:2][CH2:3][CH2:4][CH2:5][CH2:6][CH2:7][CH2:8][CH:9]=[CH2:10].B1C2CCCC1CCC2.Br[C:22]1[CH:27]=[CH:26][C:25]([C:28]2[CH:33]=[CH:32][C:31]([N:34]([C:60]3[CH:72]=[CH:71][C:70]4[C:69]5[C:64](=[CH:65][CH:66]=[CH:67][CH:68]=5)[C:63]([CH3:74])([CH3:73])[C:62]=4[CH:61]=3)[C:35]3[CH:40]=[CH:39][C:38]([C:41]4[CH:42]=[CH:43][C:44]5[N:45]([C:54]6[CH:59]=[CH:58][CH:57]=[CH:56][CH:55]=6)[C:46]6[C:51]([C:52]=5[CH:53]=4)=[CH:50][CH:49]=[CH:48][CH:47]=6)=[CH:37][CH:36]=3)=[CH:30][CH:29]=2)=[CH:24][CH:23]=1.[OH-].[Na+], predict the reaction product. The product is: [CH3:73][C:63]1([CH3:74])[C:62]2[CH:61]=[C:60]([N:34]([C:35]3[CH:40]=[CH:39][C:38]([C:41]4[CH:42]=[CH:43][C:44]5[N:45]([C:54]6[CH:59]=[CH:58][CH:57]=[CH:56][CH:55]=6)[C:46]6[C:51]([C:52]=5[CH:53]=4)=[CH:50][CH:49]=[CH:48][CH:47]=6)=[CH:37][CH:36]=3)[C:31]3[CH:30]=[CH:29][C:28]([C:25]4[CH:24]=[CH:23][C:22]([CH2:10][CH2:9][CH2:8][CH2:7][CH2:6][CH2:5][CH2:4][CH2:3][CH2:2][CH2:1][SH:11])=[CH:27][CH:26]=4)=[CH:33][CH:32]=3)[CH:72]=[CH:71][C:70]=2[C:69]2[C:64]1=[CH:65][CH:66]=[CH:67][CH:68]=2. (8) Given the reactants Br[C:2]1[C:7]([Br:8])=[CH:6][CH:5]=[CH:4][N:3]=1.[CH2:9]([Sn](CCCC)(CCCC)C=C)[CH2:10]CC.[Li+].[Cl-], predict the reaction product. The product is: [Br:8][C:7]1[C:2]([CH:9]=[CH2:10])=[N:3][CH:4]=[CH:5][CH:6]=1. (9) Given the reactants [F:1][C:2]1[CH:7]=[C:6]([F:8])[CH:5]=[CH:4][C:3]=1[S:9]([NH:12][C:13]1[C:14]([O:28][CH3:29])=[N:15][CH:16]=[C:17]([C:19]2[CH:20]=[CH:21][C:22]3[N:23]([CH:25]=[CH:26][N:27]=3)[N:24]=2)[CH:18]=1)(=[O:11])=[O:10].C1C(=O)N([Br:37])C(=O)C1, predict the reaction product. The product is: [Br:37][C:25]1[N:23]2[N:24]=[C:19]([C:17]3[CH:18]=[C:13]([NH:12][S:9]([C:3]4[CH:4]=[CH:5][C:6]([F:8])=[CH:7][C:2]=4[F:1])(=[O:10])=[O:11])[C:14]([O:28][CH3:29])=[N:15][CH:16]=3)[CH:20]=[CH:21][C:22]2=[N:27][CH:26]=1.